The task is: Regression. Given two drug SMILES strings and cell line genomic features, predict the synergy score measuring deviation from expected non-interaction effect.. This data is from NCI-60 drug combinations with 297,098 pairs across 59 cell lines. (1) Drug 1: CC12CCC(CC1=CCC3C2CCC4(C3CC=C4C5=CN=CC=C5)C)O. Drug 2: CC1CCCC2(C(O2)CC(NC(=O)CC(C(C(=O)C(C1O)C)(C)C)O)C(=CC3=CSC(=N3)C)C)C. Cell line: LOX IMVI. Synergy scores: CSS=40.4, Synergy_ZIP=9.35, Synergy_Bliss=8.42, Synergy_Loewe=10.3, Synergy_HSA=9.89. (2) Drug 1: C1=CC(=CC=C1CCCC(=O)O)N(CCCl)CCCl. Synergy scores: CSS=54.7, Synergy_ZIP=1.20, Synergy_Bliss=0.00441, Synergy_Loewe=-17.6, Synergy_HSA=-3.63. Drug 2: CN1C(=O)N2C=NC(=C2N=N1)C(=O)N. Cell line: HL-60(TB).